The task is: Predict the product of the given reaction.. This data is from Forward reaction prediction with 1.9M reactions from USPTO patents (1976-2016). (1) Given the reactants C(O[C:6]([N:8]1[CH2:13][CH2:12][CH:11]([C:14]2[C:23]3[C:18](=[CH:19][C:20]([O:26][CH2:27][CH2:28][CH2:29][N:30]4[CH2:35][CH2:34][N:33]([CH3:36])[CH2:32][CH2:31]4)=[C:21]([O:24][CH3:25])[CH:22]=3)[N:17]=[CH:16][N:15]=2)[CH2:10][CH2:9]1)=[O:7])(C)(C)C.Cl.[N+](C1C=CC(OC(=O)[NH:49][C:50]2[CH:55]=[CH:54][C:53]([N:56]3[CH2:61][CH2:60][O:59][CH2:58][CH2:57]3)=[CH:52][CH:51]=2)=CC=1)([O-])=O, predict the reaction product. The product is: [N:56]1([C:53]2[CH:52]=[CH:51][C:50]([NH:49][C:6]([N:8]3[CH2:13][CH2:12][CH:11]([C:14]4[C:23]5[C:18](=[CH:19][C:20]([O:26][CH2:27][CH2:28][CH2:29][N:30]6[CH2:35][CH2:34][N:33]([CH3:36])[CH2:32][CH2:31]6)=[C:21]([O:24][CH3:25])[CH:22]=5)[N:17]=[CH:16][N:15]=4)[CH2:10][CH2:9]3)=[O:7])=[CH:55][CH:54]=2)[CH2:57][CH2:58][O:59][CH2:60][CH2:61]1. (2) Given the reactants O.[SH:2][C:3]1[N:11]=[CH:10][N:9]=[C:8]2[C:4]=1[NH:5][CH:6]=[N:7]2.[OH-].[K+].Br[CH2:15][CH2:16][CH2:17][C:18]([O:20][CH2:21][CH3:22])=[O:19].[Na+].[I-].[CH3:25]O, predict the reaction product. The product is: [CH2:21]([O:20][C:18](=[O:19])[CH2:17][CH2:16][CH:15]([S:2][C:3]1[NH:11][CH:10]=[N:9][C:8]2[C:4]=1[N:5]=[CH:6][N:7]=2)[CH3:25])[CH3:22]. (3) Given the reactants [Br:1][C:2]1[CH:17]=[CH:16][C:15]([N+:18]([O-])=O)=[CH:14][C:3]=1[CH2:4][N:5]([CH3:13])[C:6](=[O:12])[O:7][C:8]([CH3:11])([CH3:10])[CH3:9].[Cl-].[NH4+], predict the reaction product. The product is: [NH2:18][C:15]1[CH:16]=[CH:17][C:2]([Br:1])=[C:3]([CH:14]=1)[CH2:4][N:5]([CH3:13])[C:6](=[O:12])[O:7][C:8]([CH3:9])([CH3:10])[CH3:11]. (4) The product is: [CH3:1][O:2][C:3]1[CH:10]=[CH:9][C:6]([CH2:7][N:8]2[C:15](=[O:16])[CH2:14][CH:12]([C:11]([OH:19])=[O:18])[CH2:13]2)=[CH:5][CH:4]=1. Given the reactants [CH3:1][O:2][C:3]1[CH:10]=[CH:9][C:6]([CH2:7][NH2:8])=[CH:5][CH:4]=1.[C:11]([OH:19])(=[O:18])[C:12]([CH2:14][C:15](O)=[O:16])=[CH2:13].Cl, predict the reaction product. (5) The product is: [F:31][C:28]([F:29])([F:30])[C:25]1[CH:24]=[CH:23][C:22]([C:20]2[CH:21]=[CH:16][N:17]=[C:18]([O:14][C:7]3[CH:8]=[CH:9][CH:10]=[C:11]4[C:6]=3[N:5]=[C:4]([NH2:1])[CH:13]=[CH:12]4)[CH:19]=2)=[CH:27][CH:26]=1. Given the reactants [N:1]([C:4]1[CH:13]=[CH:12][C:11]2[C:6](=[C:7]([OH:14])[CH:8]=[CH:9][CH:10]=2)[N:5]=1)=[N+]=[N-].Cl[C:16]1[CH:21]=[C:20]([C:22]2[CH:27]=[CH:26][C:25]([C:28]([F:31])([F:30])[F:29])=[CH:24][CH:23]=2)[CH:19]=[CH:18][N:17]=1.[H-].[Na+].CCOC(C)=O, predict the reaction product. (6) The product is: [NH2:8][C@@H:9]1[CH2:10][CH2:11][C@H:12]([NH:15][C:16]2[CH:21]=[C:20]([N:22]([CH3:23])[CH3:26])[N:19]=[C:18]([CH3:24])[N:17]=2)[CH2:13][CH2:14]1. Given the reactants C([NH:8][C@@H:9]1[CH2:14][CH2:13][C@H:12]([N:15](C)[C:16]2[CH:21]=[C:20]([NH:22][CH3:23])[N:19]=[C:18]([CH3:24])[N:17]=2)[CH2:11][CH2:10]1)C1C=CC=CC=1.[CH3:26]O, predict the reaction product.